Predict the reactants needed to synthesize the given product. From a dataset of Full USPTO retrosynthesis dataset with 1.9M reactions from patents (1976-2016). Given the product [OH:1][CH2:2][CH2:3][CH2:4][C:5]1[CH:6]=[CH:7][C:8]([S:11]([NH:14][CH2:15][C:16]2[CH:30]=[CH:29][C:19]([C:20]([NH:22][C:23]3[CH:24]=[N:25][CH:26]=[CH:27][CH:28]=3)=[O:21])=[CH:18][CH:17]=2)(=[O:13])=[O:12])=[CH:9][CH:10]=1, predict the reactants needed to synthesize it. The reactants are: [OH:1][CH2:2][C:3]#[C:4][C:5]1[CH:10]=[CH:9][C:8]([S:11]([NH:14][CH2:15][C:16]2[CH:30]=[CH:29][C:19]([C:20]([NH:22][C:23]3[CH:24]=[N:25][CH:26]=[CH:27][CH:28]=3)=[O:21])=[CH:18][CH:17]=2)(=[O:13])=[O:12])=[CH:7][CH:6]=1.